Dataset: Full USPTO retrosynthesis dataset with 1.9M reactions from patents (1976-2016). Task: Predict the reactants needed to synthesize the given product. (1) Given the product [Br:1][C:2]1[N:6]([CH:7]([CH3:9])[CH3:8])[N:5]=[CH:4][C:3]=1[CH2:10][Br:13], predict the reactants needed to synthesize it. The reactants are: [Br:1][C:2]1[N:6]([CH:7]([CH3:9])[CH3:8])[N:5]=[CH:4][C:3]=1[CH2:10]O.P(Br)(Br)[Br:13]. (2) Given the product [CH2:1]([C:3]1[C:12]([CH2:13][OH:14])=[CH:11][C:10]2[C:5](=[CH:6][CH:7]=[C:8]([O:15][CH3:16])[CH:9]=2)[N:4]=1)[CH3:2], predict the reactants needed to synthesize it. The reactants are: [CH2:1]([C:3]1[C:12]([CH:13]=[O:14])=[CH:11][C:10]2[C:5](=[CH:6][CH:7]=[C:8]([O:15][CH3:16])[CH:9]=2)[N:4]=1)[CH3:2].[BH4-].[Na+]. (3) Given the product [Br:15][C:13]1[CH:14]=[C:9]([NH:7][C:4]2[CH:5]=[CH:6][N:1]=[CH:2][N:3]=2)[C:10](=[O:17])[N:11]([CH3:16])[CH:12]=1, predict the reactants needed to synthesize it. The reactants are: [N:1]1[CH:6]=[CH:5][C:4]([NH2:7])=[N:3][CH:2]=1.Br[C:9]1[C:10](=[O:17])[N:11]([CH3:16])[CH:12]=[C:13]([Br:15])[CH:14]=1.CC1(C)C2C(=C(P(C3C=CC=CC=3)C3C=CC=CC=3)C=CC=2)OC2C(P(C3C=CC=CC=3)C3C=CC=CC=3)=CC=CC1=2.C(=O)([O-])[O-].[Cs+].[Cs+]. (4) Given the product [CH:6]([O:9][C:10]([N:12]1[CH2:17][CH2:16][CH:15]([O:18][N:19]=[C:20]2[CH2:25][CH2:24][N:23]([C:26]3[CH:31]=[C:30]([F:32])[C:29]([CH2:33][S:2]([CH3:1])(=[O:4])=[O:3])=[CH:28][C:27]=3[F:35])[CH2:22][CH2:21]2)[CH2:14][CH2:13]1)=[O:11])([CH3:8])[CH3:7], predict the reactants needed to synthesize it. The reactants are: [CH3:1][S:2](Cl)(=[O:4])=[O:3].[CH:6]([O:9][C:10]([N:12]1[CH2:17][CH2:16][CH:15]([O:18][N:19]=[C:20]2[CH2:25][CH2:24][N:23]([C:26]3[CH:31]=[C:30]([F:32])[C:29]([CH2:33]O)=[CH:28][C:27]=3[F:35])[CH2:22][CH2:21]2)[CH2:14][CH2:13]1)=[O:11])([CH3:8])[CH3:7].C(N(CC)CC)C.